This data is from Forward reaction prediction with 1.9M reactions from USPTO patents (1976-2016). The task is: Predict the product of the given reaction. (1) Given the reactants [Li+].[OH-].C([O:5][C:6]([C:8]1[C:9](Cl)=[N:10][C:11]2[C:16]([C:17]=1[CH3:18])=[CH:15][CH:14]=[C:13]([C:19]([F:22])([F:21])[F:20])[CH:12]=2)=[O:7])C.CO.C1C[O:29][CH2:28]C1, predict the reaction product. The product is: [CH3:28][O:29][C:9]1[C:8]([C:6]([OH:5])=[O:7])=[C:17]([CH3:18])[C:16]2[C:11](=[CH:12][C:13]([C:19]([F:22])([F:21])[F:20])=[CH:14][CH:15]=2)[N:10]=1. (2) Given the reactants [N:1]1([CH2:10][C:11]([OH:13])=O)[C:5]2[CH:6]=[CH:7][CH:8]=[CH:9][C:4]=2[N:3]=[CH:2]1.F[P-](F)(F)(F)(F)F.N1(OC(N(C)C)=[N+](C)C)C2N=CC=CC=2N=N1.[NH2:38][C:39]1[CH:40]=[C:41]([C:45]2[CH:50]=[CH:49][CH:48]=[CH:47][CH:46]=2)[CH:42]=[CH:43][CH:44]=1.C(N(CC)CC)C, predict the reaction product. The product is: [N:1]1([CH2:10][C:11]([NH:38][C:39]2[CH:40]=[C:41]([C:45]3[CH:46]=[CH:47][CH:48]=[CH:49][CH:50]=3)[CH:42]=[CH:43][CH:44]=2)=[O:13])[C:5]2[CH:6]=[CH:7][CH:8]=[CH:9][C:4]=2[N:3]=[CH:2]1. (3) Given the reactants Cl[C:2]1[N:7]=[CH:6][C:5](/[CH:8]=[CH:9]/[C:10]([O:12]CC)=O)=[C:4]([NH:15][CH3:16])[CH:3]=1.[CH2:17]([NH2:19])[CH3:18].C(=O)(O)[O-].[Na+], predict the reaction product. The product is: [CH2:17]([NH:19][C:2]1[CH:3]=[C:4]2[C:5]([CH:8]=[CH:9][C:10](=[O:12])[N:15]2[CH3:16])=[CH:6][N:7]=1)[CH3:18]. (4) Given the reactants C([O:3][C:4](=[O:36])[CH2:5][O:6][C:7]1[CH:12]=[CH:11][C:10]([O:13][CH:14]([C:16]2[C:17]([CH:32]3[CH2:34][CH2:33]3)=[N:18][C:19]([C:22]3[CH:27]=[CH:26][C:25]([C:28]([F:31])([F:30])[F:29])=[CH:24][CH:23]=3)=[N:20][CH:21]=2)[CH3:15])=[CH:9][C:8]=1[CH3:35])C.[Li+].[OH-], predict the reaction product. The product is: [CH:32]1([C:17]2[C:16]([CH:14]([O:13][C:10]3[CH:11]=[CH:12][C:7]([O:6][CH2:5][C:4]([OH:36])=[O:3])=[C:8]([CH3:35])[CH:9]=3)[CH3:15])=[CH:21][N:20]=[C:19]([C:22]3[CH:23]=[CH:24][C:25]([C:28]([F:30])([F:31])[F:29])=[CH:26][CH:27]=3)[N:18]=2)[CH2:33][CH2:34]1. (5) Given the reactants [CH:1]([C:4]1[CH:10]=[CH:9][CH:8]=[C:7]([CH:11]([CH3:13])[CH3:12])[C:5]=1N)([CH3:3])[CH3:2].N([O-])=O.[Na+].[I-:18].[K+].S([O-])([O-])=O.[Na+].[Na+], predict the reaction product. The product is: [I:18][C:5]1[C:4]([CH:1]([CH3:3])[CH3:2])=[CH:10][CH:9]=[CH:8][C:7]=1[CH:11]([CH3:13])[CH3:12]. (6) Given the reactants [Cl:1][CH2:2][CH2:3][CH2:4][O:5][C:6]1[CH:14]=[CH:13][C:9]([C:10]([NH2:12])=[O:11])=[CH:8][CH:7]=1.Br[CH2:16][C:17](=O)[C:18]([O:20][CH2:21][CH3:22])=[O:19], predict the reaction product. The product is: [Cl:1][CH2:2][CH2:3][CH2:4][O:5][C:6]1[CH:14]=[CH:13][C:9]([C:10]2[O:11][CH:16]=[C:17]([C:18]([O:20][CH2:21][CH3:22])=[O:19])[N:12]=2)=[CH:8][CH:7]=1. (7) Given the reactants Br[CH2:2][C:3]1[C:13]([Cl:14])=[N:12][CH:11]=[CH:10][C:4]=1[C:5]([O:7]CC)=O.Cl.[CH3:16][C:17]1[C:22]([O:23][CH2:24][C:25]([F:28])([F:27])[F:26])=[CH:21][N:20]=[C:19]([CH2:29][NH2:30])[CH:18]=1, predict the reaction product. The product is: [Cl:14][C:13]1[C:3]2[CH2:2][N:30]([CH2:29][C:19]3[CH:18]=[C:17]([CH3:16])[C:22]([O:23][CH2:24][C:25]([F:28])([F:26])[F:27])=[CH:21][N:20]=3)[C:5](=[O:7])[C:4]=2[CH:10]=[CH:11][N:12]=1. (8) The product is: [ClH:29].[CH3:1][O:2][C:3]1[CH:8]=[CH:7][C:6]([CH:9]([N:11]2[CH2:16][CH2:15][C:14]([CH2:18][C:19](=[O:26])[C:20]3[CH:25]=[CH:24][CH:23]=[CH:22][CH:21]=3)([Cl:29])[CH2:13][CH2:12]2)[CH3:10])=[CH:5][CH:4]=1. Given the reactants [CH3:1][O:2][C:3]1[CH:8]=[CH:7][C:6]([CH:9]([N:11]2[CH2:16][CH2:15][C:14]([CH2:18][C:19](=[O:26])[C:20]3[CH:25]=[CH:24][CH:23]=[CH:22][CH:21]=3)(O)[CH2:13][CH2:12]2)[CH3:10])=[CH:5][CH:4]=1.O=S(Cl)[Cl:29], predict the reaction product.